From a dataset of Catalyst prediction with 721,799 reactions and 888 catalyst types from USPTO. Predict which catalyst facilitates the given reaction. Reactant: [C:1]([O:5][C:6]([N:8]([C@H:16]1[CH2:24][O:23][CH2:22][C@H](O)[C@@H:20](O)[C@H:19]([CH3:27])[O:18][C:17]1=[O:28])[C:9](=[O:15])[O:10][C:11]([CH3:14])([CH3:13])[CH3:12])=[O:7])([CH3:4])([CH3:3])[CH3:2].[O-]S([O-])(=O)=O.[Na+].[Na+].CN(C1C2C(N(C)C)=CC=CC=2C=CC=1)C.F[B-](F)(F)F.C[O+:58]([CH3:60])[CH3:59].C[CH2:62][O:63]C(C)=O. Product: [C:1]([O:5][C:6]([N:8]([C@H:16]1[CH2:24][O:23][CH2:22][C@H:59]([O:58][CH3:60])[C@@H:20]([O:63][CH3:62])[C@H:19]([CH3:27])[O:18][C:17]1=[O:28])[C:9](=[O:15])[O:10][C:11]([CH3:14])([CH3:12])[CH3:13])=[O:7])([CH3:4])([CH3:2])[CH3:3]. The catalyst class is: 2.